Dataset: Forward reaction prediction with 1.9M reactions from USPTO patents (1976-2016). Task: Predict the product of the given reaction. Given the reactants [N:1]1[CH:6]=[CH:5][CH:4]=[C:3](B(O)O)[CH:2]=1.[Br:10][C:11]1[CH:12]=[N:13][N:14]2[CH:19]=[C:18](Br)[CH:17]=[N:16][C:15]=12.C(=O)(O)[O-].[Na+], predict the reaction product. The product is: [Br:10][C:11]1[CH:12]=[N:13][N:14]2[CH:19]=[C:18]([C:3]3[CH:2]=[N:1][CH:6]=[CH:5][CH:4]=3)[CH:17]=[N:16][C:15]=12.